Dataset: Forward reaction prediction with 1.9M reactions from USPTO patents (1976-2016). Task: Predict the product of the given reaction. (1) Given the reactants [CH3:1][C:2]1[CH:7]=[CH:6][C:5]([C:8]2[O:12][N:11]=[CH:10][C:9]=2[C:13]([OH:15])=O)=[CH:4][CH:3]=1.Cl.[F:17][C:18]1([F:24])[CH2:23][CH2:22][CH2:21][NH:20][CH2:19]1, predict the reaction product. The product is: [F:17][C:18]1([F:24])[CH2:23][CH2:22][CH2:21][N:20]([C:13]([C:9]2[CH:10]=[N:11][O:12][C:8]=2[C:5]2[CH:4]=[CH:3][C:2]([CH3:1])=[CH:7][CH:6]=2)=[O:15])[CH2:19]1. (2) Given the reactants Br[C:2]1[C:15]2[C:16]3=[C:17]4[C:12](=[CH:13][CH:14]=2)[CH:11]=[CH:10][CH:9]=[C:8]4[CH:7]=[CH:6][C:5]3=[CH:4][CH:3]=1.[Si:18]([O:25][CH2:26][C:27]1[CH:28]=[C:29](B(O)O)[CH:30]=[C:31]([CH2:33][O:34][Si:35]([C:38]([CH3:41])([CH3:40])[CH3:39])([CH3:37])[CH3:36])[CH:32]=1)([C:21]([CH3:24])([CH3:23])[CH3:22])([CH3:20])[CH3:19].CCOC(C)=O, predict the reaction product. The product is: [Si:18]([O:25][CH2:26][C:27]1[CH:28]=[C:29]([C:9]2[CH:10]=[CH:11][C:12]3[C:17]4=[C:16]5[C:5](=[CH:4][CH:3]=[CH:2][C:15]5=[CH:14][CH:13]=3)[CH:6]=[CH:7][C:8]=24)[CH:30]=[C:31]([CH2:33][O:34][Si:35]([C:38]([CH3:41])([CH3:40])[CH3:39])([CH3:37])[CH3:36])[CH:32]=1)([C:21]([CH3:24])([CH3:23])[CH3:22])([CH3:20])[CH3:19]. (3) Given the reactants [NH2:1][C:2]1[C:3]([C:20]([OH:22])=O)=[N:4][C:5]([C:8]2[C:13]([C:14]([F:17])([F:16])[F:15])=[C:12]([O:18][CH3:19])[CH:11]=[CH:10][N:9]=2)=[CH:6][N:7]=1.[NH2:23][C:24]1[C:29]([N:30]2[CH2:35][CH2:34][C:33]([NH:37][C:38](=[O:44])[O:39][C:40]([CH3:43])([CH3:42])[CH3:41])([CH3:36])[CH2:32][CH2:31]2)=[CH:28][CH:27]=[CH:26][N:25]=1.C(N(C(C)C)C(C)C)C.F[P-](F)(F)(F)(F)F.C(C(=NO[C+](N(C)C)N1CCOCC1)C(OCC)=O)#N, predict the reaction product. The product is: [NH2:1][C:2]1[C:3]([C:20]([NH:23][C:24]2[C:29]([N:30]3[CH2:35][CH2:34][C:33]([NH:37][C:38](=[O:44])[O:39][C:40]([CH3:43])([CH3:42])[CH3:41])([CH3:36])[CH2:32][CH2:31]3)=[CH:28][CH:27]=[CH:26][N:25]=2)=[O:22])=[N:4][C:5]([C:8]2[C:13]([C:14]([F:16])([F:17])[F:15])=[C:12]([O:18][CH3:19])[CH:11]=[CH:10][N:9]=2)=[CH:6][N:7]=1.